From a dataset of Forward reaction prediction with 1.9M reactions from USPTO patents (1976-2016). Predict the product of the given reaction. (1) Given the reactants [Cl:1][C:2]1[CH:26]=[CH:25][C:5]([C:6]([NH:8][CH:9]([CH2:13][C:14]2[C:23]3[C:18](=[CH:19][CH:20]=[CH:21][CH:22]=3)[NH:17][C:16](=[O:24])[CH:15]=2)[C:10]([OH:12])=[S:11])=[O:7])=[CH:4][CH:3]=1.Cl[CH2:28][C:29]1[O:30][C:31](=[O:35])[O:32][C:33]=1[CH3:34], predict the reaction product. The product is: [Cl:1][C:2]1[CH:3]=[CH:4][C:5]([C:6]([NH:8][CH:9]([CH2:13][C:14]2[C:23]3[C:18](=[CH:19][CH:20]=[CH:21][CH:22]=3)[NH:17][C:16](=[O:24])[CH:15]=2)[C:10]([S:11][CH2:28][C:29]2[O:30][C:31](=[O:35])[O:32][C:33]=2[CH3:34])=[O:12])=[O:7])=[CH:25][CH:26]=1. (2) Given the reactants [CH2:1]([N:8]1[CH2:14][CH:13]2[CH2:15][CH:10]([C:11](=[CH:17][N:18](C)C)[C:12]2=O)[CH2:9]1)[C:2]1[CH:7]=[CH:6][CH:5]=[CH:4][CH:3]=1.Cl.[F:22][C:23]1[CH:28]=[CH:27][C:26]([NH:29]N)=[CH:25][CH:24]=1, predict the reaction product. The product is: [CH2:1]([N:8]1[CH2:14][CH:13]2[CH2:15][CH:10]([C:11]3[CH:17]=[N:18][N:29]([C:26]4[CH:27]=[CH:28][C:23]([F:22])=[CH:24][CH:25]=4)[C:12]=32)[CH2:9]1)[C:2]1[CH:3]=[CH:4][CH:5]=[CH:6][CH:7]=1. (3) Given the reactants Cl[C:2]([O:4][CH2:5][C:6]1[CH:11]=[CH:10][C:9]([N+:12]([O-:14])=[O:13])=[CH:8][CH:7]=1)=[O:3].Cl.[NH2:16][CH2:17][CH:18]1[CH2:23][CH2:22][CH:21]([C:24]([N:26]2[CH2:35][C:34]3[CH:33]=[N:32][N:31]([CH3:36])[C:30]=3[NH:29][C:28]3[CH:37]=[C:38]([CH3:41])[CH:39]=[CH:40][C:27]2=3)=[O:25])[CH2:20][CH2:19]1, predict the reaction product. The product is: [N+:12]([C:9]1[CH:10]=[CH:11][C:6]([CH2:5][O:4][C:2](=[O:3])[NH:16][CH2:17][CH:18]2[CH2:23][CH2:22][CH:21]([C:24]([N:26]3[CH2:35][C:34]4[CH:33]=[N:32][N:31]([CH3:36])[C:30]=4[NH:29][C:28]4[CH:37]=[C:38]([CH3:41])[CH:39]=[CH:40][C:27]3=4)=[O:25])[CH2:20][CH2:19]2)=[CH:7][CH:8]=1)([O-:14])=[O:13]. (4) Given the reactants [CH:1]1[C:10]2[C:5](=[CH:6][CH:7]=[CH:8][CH:9]=2)[C:4]([CH2:11][C:12]([O:14]C(C)(C)C)=[O:13])=[CH:3][N:2]=1.C(O)(C(F)(F)F)=O, predict the reaction product. The product is: [CH:1]1[C:10]2[C:5](=[CH:6][CH:7]=[CH:8][CH:9]=2)[C:4]([CH2:11][C:12]([OH:14])=[O:13])=[CH:3][N:2]=1. (5) Given the reactants C[O:2][C:3]([C@@H:5]1[CH2:9][CH2:8][C@H:7]([C:10]([N:12]2[CH2:17][CH2:16][N:15]([C:18]3[CH:23]=[CH:22][C:21]([O:24][CH3:25])=[C:20]([O:26][CH:27]4[CH2:31][CH2:30][CH2:29][CH2:28]4)[CH:19]=3)[CH2:14][C@@H:13]2[CH2:32][C:33]2[CH:38]=[CH:37][CH:36]=[CH:35][CH:34]=2)=[O:11])[CH2:6]1)=[O:4].[Li+].[OH-], predict the reaction product. The product is: [CH2:32]([C@H:13]1[CH2:14][N:15]([C:18]2[CH:23]=[CH:22][C:21]([O:24][CH3:25])=[C:20]([O:26][CH:27]3[CH2:28][CH2:29][CH2:30][CH2:31]3)[CH:19]=2)[CH2:16][CH2:17][N:12]1[C:10]([C@H:7]1[CH2:8][CH2:9][C@@H:5]([C:3]([OH:4])=[O:2])[CH2:6]1)=[O:11])[C:33]1[CH:34]=[CH:35][CH:36]=[CH:37][CH:38]=1. (6) Given the reactants [OH:1][C:2]1[CH:3]=[C:4]([CH:10]=[CH:11][CH:12]=1)[C:5]([O:7][CH2:8][CH3:9])=[O:6].[CH2:13]=[C:14]([CH3:16])[CH3:15].S(=O)(=O)(O)O, predict the reaction product. The product is: [C:14]([O:1][C:2]1[CH:3]=[C:4]([CH:10]=[CH:11][CH:12]=1)[C:5]([O:7][CH2:8][CH3:9])=[O:6])([CH3:16])([CH3:15])[CH3:13]. (7) Given the reactants [NH2:1][C:2]1[C:3]([Cl:9])=[C:4](O)[CH:5]=[CH:6][CH:7]=1.[ClH:10].[N:11]([O-])=O.[Na+].[Sn](Cl)Cl.[OH2:18], predict the reaction product. The product is: [ClH:9].[Cl:10][C:4]1[CH:3]=[C:2]([NH:1][NH2:11])[CH:7]=[CH:6][C:5]=1[OH:18]. (8) Given the reactants I[C:2]1[N:3]=[C:4]([CH3:13])[N:5]([C:7]2[CH:12]=[CH:11][CH:10]=[CH:9][CH:8]=2)[CH:6]=1.C([Mg]Cl)(C)C.[CH2:19]([Sn:23](Cl)([CH2:28][CH2:29][CH2:30][CH3:31])[CH2:24][CH2:25][CH2:26][CH3:27])[CH2:20][CH2:21][CH3:22].[NH4+].[Cl-], predict the reaction product. The product is: [CH3:13][C:4]1[N:5]([C:7]2[CH:12]=[CH:11][CH:10]=[CH:9][CH:8]=2)[CH:6]=[C:2]([Sn:23]([CH2:24][CH2:25][CH2:26][CH3:27])([CH2:28][CH2:29][CH2:30][CH3:31])[CH2:19][CH2:20][CH2:21][CH3:22])[N:3]=1. (9) Given the reactants [CH3:1][O:2][C:3]1[CH:25]=[CH:24][C:6]([CH2:7][N:8]2[CH2:14][C:13]3[CH:15]=[C:16]([C:19]([O:21]C)=O)[CH:17]=[CH:18][C:12]=3[NH:11][C:10](=[O:23])[CH2:9]2)=[CH:5][CH:4]=1.[NH2:26][OH:27].[OH-].[Na+].Cl, predict the reaction product. The product is: [OH:27][NH:26][C:19]([C:16]1[CH:17]=[CH:18][C:12]2[NH:11][C:10](=[O:23])[CH2:9][N:8]([CH2:7][C:6]3[CH:24]=[CH:25][C:3]([O:2][CH3:1])=[CH:4][CH:5]=3)[CH2:14][C:13]=2[CH:15]=1)=[O:21].